Predict the reaction yield, written as a fraction of the theoretical maximum amount of product (1.0 means a 100% yield; for example, 0.34 means a 34% yield). From a dataset of Reaction yield outcomes from USPTO patents with 853,638 reactions. The reactants are [C:1]([NH:4][C:5]1[CH:6]=[C:7]([N:11]([C:19]2([C:32]([O:34][CH3:35])=[O:33])[CH2:24][CH2:23][N:22](C(OC(C)(C)C)=O)[CH2:21][CH2:20]2)[C:12]([C:14]2[O:15][CH:16]=[CH:17][CH:18]=2)=[O:13])[CH:8]=[CH:9][CH:10]=1)(=[O:3])[CH3:2].FC(F)(F)C(O)=O.C(=O)([O-])O.[Na+].[Cl-].[Na+]. The catalyst is ClCCl. The product is [C:1]([NH:4][C:5]1[CH:6]=[C:7]([N:11]([C:19]2([C:32]([O:34][CH3:35])=[O:33])[CH2:20][CH2:21][NH:22][CH2:23][CH2:24]2)[C:12]([C:14]2[O:15][CH:16]=[CH:17][CH:18]=2)=[O:13])[CH:8]=[CH:9][CH:10]=1)(=[O:3])[CH3:2]. The yield is 1.00.